From a dataset of Reaction yield outcomes from USPTO patents with 853,638 reactions. Predict the reaction yield, written as a fraction of the theoretical maximum amount of product (1.0 means a 100% yield; for example, 0.34 means a 34% yield). (1) The reactants are Br[C:2]1[CH:3]=[C:4]([CH:19]=[C:20]([F:22])[CH:21]=1)[O:5][CH:6]1[CH2:11][CH2:10][N:9]([C:12]([O:14][C:15]([CH3:18])([CH3:17])[CH3:16])=[O:13])[CH2:8][CH2:7]1.C(=O)([O-])[O-].[Cs+].[Cs+].C1(P(C2CCCCC2)C2C=CC=CC=2C2C(C(C)C)=CC(C(C)C)=CC=2C(C)C)CCCCC1.O. The catalyst is C1COCC1.C([O-])(=O)C.[Pd+2].C([O-])(=O)C. The product is [CH3:8][N:9]([CH2:12][C:2]1[CH:3]=[C:4]([CH:19]=[C:20]([F:22])[CH:21]=1)[O:5][CH:6]1[CH2:11][CH2:10][N:9]([C:12]([O:14][C:15]([CH3:18])([CH3:17])[CH3:16])=[O:13])[CH2:8][CH2:7]1)[CH3:10]. The yield is 0.890. (2) The reactants are [NH2:1][C:2]1[N:11]=[CH:10][C:9]2[CH:8]=[CH:7][C:6]3[C:12]([C:16]([O:18][CH2:19][CH3:20])=[O:17])=[N:13][N:14]([CH3:15])[C:5]=3[C:4]=2[N:3]=1.ClC(Cl)(Cl)[C:23]([N:25]=C=O)=[O:24]. The catalyst is N1C=CC=CC=1. The product is [NH2:25][C:23]([NH:1][C:2]1[N:11]=[CH:10][C:9]2[CH:8]=[CH:7][C:6]3[C:12]([C:16]([O:18][CH2:19][CH3:20])=[O:17])=[N:13][N:14]([CH3:15])[C:5]=3[C:4]=2[N:3]=1)=[O:24]. The yield is 0.340. (3) The yield is 0.550. The reactants are [CH:1]1([S:4]([O:7][CH2:8][CH2:9][CH2:10][CH3:11])(=[O:6])=[O:5])[CH2:3][CH2:2]1.[CH2:12]1COCC1.CI. The product is [CH3:12][C:1]1([S:4]([O:7][CH2:8][CH2:9][CH2:10][CH3:11])(=[O:6])=[O:5])[CH2:3][CH2:2]1. No catalyst specified. (4) The reactants are [OH:1][CH2:2][CH2:3][C:4]1[N:8]([CH2:9][C:10]2[CH:17]=[CH:16][C:13]([C:14]#[N:15])=[CH:12][CH:11]=2)[CH:7]=[N:6][CH:5]=1.O[C:19]1[C:20]([CH2:30][CH2:31][C:32]2[CH:37]=[CH:36][CH:35]=[CH:34][CH:33]=2)=[C:21]2[C:26](=[CH:27][CH:28]=1)[C:25](=[O:29])[CH2:24][CH2:23][CH2:22]2.C1(P(C2C=CC=CC=2)C2C=CC=CC=2)C=CC=CC=1.N(C(OC(C)C)=O)=NC(OC(C)C)=O. The catalyst is O1CCCC1. The product is [O:29]=[C:25]1[CH2:24][CH2:23][CH2:22][C:21]2[C:20]([CH2:30][CH2:31][C:32]3[CH:33]=[CH:34][CH:35]=[CH:36][CH:37]=3)=[C:19]([O:1][CH2:2][CH2:3][C:4]3[N:8]([CH2:9][C:10]4[CH:17]=[CH:16][C:13]([C:14]#[N:15])=[CH:12][CH:11]=4)[CH:7]=[N:6][CH:5]=3)[CH:28]=[CH:27][C:26]1=2. The yield is 0.540. (5) The reactants are [Br:1][C:2]1[CH:18]=[C:17](/[CH:19]=[CH:20]/[CH:21]([C:26]2[CH:31]=[C:30]([Cl:32])[C:29]([Cl:33])=[C:28]([Cl:34])[CH:27]=2)[C:22]([F:25])([F:24])[F:23])[CH:16]=[CH:15][C:3]=1[C:4]([NH:6][CH2:7][C:8]([O:10]C(C)(C)C)=[O:9])=[O:5].C(O)(C(F)(F)F)=O. The catalyst is C(Cl)Cl. The product is [Br:1][C:2]1[CH:18]=[C:17](/[CH:19]=[CH:20]/[CH:21]([C:26]2[CH:31]=[C:30]([Cl:32])[C:29]([Cl:33])=[C:28]([Cl:34])[CH:27]=2)[C:22]([F:24])([F:25])[F:23])[CH:16]=[CH:15][C:3]=1[C:4]([NH:6][CH2:7][C:8]([OH:10])=[O:9])=[O:5]. The yield is 0.780.